Predict the reaction yield, written as a fraction of the theoretical maximum amount of product (1.0 means a 100% yield; for example, 0.34 means a 34% yield). From a dataset of Reaction yield outcomes from USPTO patents with 853,638 reactions. (1) The reactants are [F:1][C:2]1[CH:3]=[C:4]([C@H:9]2[CH2:13][CH2:12][CH2:11][N:10]2[C:14]2[CH:19]=[CH:18][N:17]3[N:20]=[CH:21][C:22]([C:23]([O:25]CC)=[O:24])=[C:16]3[N:15]=2)[C:5]([CH3:8])=[N:6][CH:7]=1.C1COCC1.CO.O.[OH-].[Li+]. The catalyst is O. The product is [F:1][C:2]1[CH:3]=[C:4]([C@H:9]2[CH2:13][CH2:12][CH2:11][N:10]2[C:14]2[CH:19]=[CH:18][N:17]3[N:20]=[CH:21][C:22]([C:23]([OH:25])=[O:24])=[C:16]3[N:15]=2)[C:5]([CH3:8])=[N:6][CH:7]=1. The yield is 0.860. (2) The reactants are C([Mg]Cl)(C)C.[Cl-].[Li+].[S:8]1[CH:12]=[CH:11][N:10]=[CH:9]1.[O:13]=[C:14]1[CH2:19][CH2:18][CH:17]([C:20]([O:22][C:23]([CH3:26])([CH3:25])[CH3:24])=[O:21])[CH2:16][CH2:15]1. The catalyst is C1COCC1. The product is [OH:13][C:14]1([C:9]2[S:8][CH:12]=[CH:11][N:10]=2)[CH2:15][CH2:16][CH:17]([C:20]([O:22][C:23]([CH3:26])([CH3:25])[CH3:24])=[O:21])[CH2:18][CH2:19]1. The yield is 0.790.